This data is from Reaction yield outcomes from USPTO patents with 853,638 reactions. The task is: Predict the reaction yield, written as a fraction of the theoretical maximum amount of product (1.0 means a 100% yield; for example, 0.34 means a 34% yield). (1) The reactants are O1CCCC1.[OH-].[Na+].[NH2:8][C:9]1[C:14]([C:15]2[O:19][N:18]=[C:17]([CH2:20][C:21]3[CH:26]=[CH:25][C:24]([OH:27])=[CH:23][CH:22]=3)[CH:16]=2)=[CH:13][CH:12]=[CH:11][N:10]=1.[Cl:28][C:29]1[CH:30]=[CH:31][C:32]([CH2:35]Cl)=[N:33][CH:34]=1. The catalyst is CN(C)C=O. The product is [Cl:28][C:29]1[CH:30]=[CH:31][C:32]([CH2:35][O:27][C:24]2[CH:25]=[CH:26][C:21]([CH2:20][C:17]3[CH:16]=[C:15]([C:14]4[C:9]([NH2:8])=[N:10][CH:11]=[CH:12][CH:13]=4)[O:19][N:18]=3)=[CH:22][CH:23]=2)=[N:33][CH:34]=1. The yield is 0.930. (2) The reactants are [OH:1][C:2]1[C:3](=[O:17])[NH:4][C:5](=[O:16])[N:6]([CH2:8][CH2:9][C:10]2[CH:15]=CC=C[CH:11]=2)[N:7]=1. The catalyst is CO. The product is [OH:1][C:2]1[C:3](=[O:17])[NH:4][C:5](=[O:16])[N:6]([CH2:8][CH2:9][CH:10]([CH3:11])[CH3:15])[N:7]=1. The yield is 1.00. (3) The yield is 0.600. The product is [F:1][C:2]([F:7])([F:6])[C:3]([OH:5])=[O:4].[CH3:8][O:9][CH2:10][CH2:11][CH:12]([N:19]1[CH:23]=[C:22]([C:24]2[C:25]3[CH:32]=[CH:31][NH:30][C:26]=3[N:27]=[CH:28][N:29]=2)[CH:21]=[N:20]1)[C:13]1[CH:14]=[CH:15][CH:16]=[CH:17][CH:18]=1. No catalyst specified. The reactants are [F:1][C:2]([F:7])([F:6])[C:3]([OH:5])=[O:4].[CH3:8][O:9][CH2:10][CH2:11][CH:12]([N:19]1[CH:23]=[C:22]([C:24]2[C:25]3[CH:32]=[CH:31][N:30](COCC[Si](C)(C)C)[C:26]=3[N:27]=[CH:28][N:29]=2)[CH:21]=[N:20]1)[C:13]1[CH:18]=[CH:17][CH:16]=[CH:15][CH:14]=1.C(Cl)Cl.CO.C(N)CN. (4) The reactants are [S:1]1[C:5]2[CH:6]=[CH:7][CH:8]=[CH:9][C:4]=2[N:3]=[C:2]1[C:10]1[C:14]([C:15]2[CH:20]=[CH:19][C:18]([N+:21]([O-])=O)=[CH:17][CH:16]=2)=[N:13][NH:12][C:11]=1[NH2:24].O.NN. The catalyst is C(O)C.[Ni]. The product is [NH2:21][C:18]1[CH:17]=[CH:16][C:15]([C:14]2[C:10]([C:2]3[S:1][C:5]4[CH:6]=[CH:7][CH:8]=[CH:9][C:4]=4[N:3]=3)=[C:11]([NH2:24])[NH:12][N:13]=2)=[CH:20][CH:19]=1. The yield is 0.250. (5) The reactants are C(Cl)(=O)C(Cl)=O.CS(C)=O.[CH3:11][C:12]1[N:17]=[C:16]([CH:18]([OH:20])[CH3:19])[CH:15]=[CH:14][CH:13]=1.C(N(CC)CC)C. The catalyst is C(Cl)Cl. The product is [CH3:11][C:12]1[N:17]=[C:16]([C:18](=[O:20])[CH3:19])[CH:15]=[CH:14][CH:13]=1. The yield is 0.920. (6) The reactants are C([O:4][CH2:5][C:6]#[C:7][CH2:8][CH2:9][CH2:10][C:11]([OH:13])=[O:12])(=O)C.[C:14](Cl)(=O)C.C(=O)(O)[O-].[Na+]. The catalyst is CO. The product is [CH3:14][O:13][C:11](=[O:12])[CH2:10][CH2:9][CH2:8][C:7]#[C:6][CH2:5][OH:4]. The yield is 0.920.